Dataset: Reaction yield outcomes from USPTO patents with 853,638 reactions. Task: Predict the reaction yield, written as a fraction of the theoretical maximum amount of product (1.0 means a 100% yield; for example, 0.34 means a 34% yield). (1) The reactants are [CH2:1]([NH:8][C:9]([C:11]1[C:15]([CH:16]([CH3:18])[CH3:17])=[C:14]([CH2:19]O)[N:13]([C:21]2[CH:26]=[CH:25][C:24]([F:27])=[CH:23][CH:22]=2)[N:12]=1)=[O:10])[C:2]1[CH:7]=[CH:6][CH:5]=[CH:4][CH:3]=1.[BrH:28].[C:29]1([P:35]([C:42]2[CH:47]=[CH:46][CH:45]=[CH:44][CH:43]=2)[C:36]2[CH:41]=[CH:40][CH:39]=[CH:38][CH:37]=2)[CH:34]=[CH:33][CH:32]=[CH:31][CH:30]=1. The catalyst is C(#N)C. The product is [Br-:28].[CH2:1]([NH:8][C:9]([C:11]1[C:15]([CH:16]([CH3:18])[CH3:17])=[C:14]([CH2:19][P+:35]([C:36]2[CH:37]=[CH:38][CH:39]=[CH:40][CH:41]=2)([C:42]2[CH:47]=[CH:46][CH:45]=[CH:44][CH:43]=2)[C:29]2[CH:30]=[CH:31][CH:32]=[CH:33][CH:34]=2)[N:13]([C:21]2[CH:26]=[CH:25][C:24]([F:27])=[CH:23][CH:22]=2)[N:12]=1)=[O:10])[C:2]1[CH:7]=[CH:6][CH:5]=[CH:4][CH:3]=1. The yield is 0.980. (2) The reactants are [S:1]1[CH:5]=[CH:4][C:3]2[C:6](=[O:14])[C:7]3[S:8][CH:9]=[CH:10][C:11]=3[C:12](=[O:13])[C:2]1=2.[OH-].[Na+].[CH2:17]([CH:29](OS(C1C=CC(C)=CC=1)(=O)=O)[CH2:30][CH2:31][CH2:32][CH2:33][CH2:34][CH2:35][CH2:36][CH2:37][CH2:38][CH2:39][CH2:40][CH3:41])[CH2:18][CH2:19][CH2:20][CH2:21][CH2:22][CH2:23][CH2:24][CH2:25][CH2:26][CH2:27][CH3:28]. The catalyst is [Br-].C([N+](CCCC)(CCCC)CCCC)CCC.[Zn].O. The product is [CH2:17]([CH:29]([O:14][C:6]1[C:7]2[S:8][CH:9]=[CH:10][C:11]=2[C:12]([O:13][CH:29]([CH2:17][CH2:18][CH2:19][CH2:20][CH2:21][CH2:22][CH2:23][CH2:24][CH2:25][CH2:26][CH2:27][CH3:28])[CH2:30][CH2:31][CH2:32][CH2:33][CH2:34][CH2:35][CH2:36][CH2:37][CH2:38][CH2:39][CH2:40][CH3:41])=[C:2]2[S:1][CH:5]=[CH:4][C:3]=12)[CH2:30][CH2:31][CH2:32][CH2:33][CH2:34][CH2:35][CH2:36][CH2:37][CH2:38][CH2:39][CH2:40][CH3:41])[CH2:18][CH2:19][CH2:20][CH2:21][CH2:22][CH2:23][CH2:24][CH2:25][CH2:26][CH2:27][CH3:28]. The yield is 0.350. (3) The reactants are [OH-].[Na+].[CH3:3][O:4][CH2:5][CH2:6][O:7][CH2:8][CH2:9][O:10][CH2:11][CH:12]([OH:22])[CH2:13][O:14][CH2:15][CH2:16][O:17][CH2:18][CH2:19][O:20][CH3:21].Cl[CH2:24][CH2:25][O:26][CH3:27]. No catalyst specified. The product is [CH3:3][O:4][CH2:5][CH2:6][O:7][CH2:8][CH2:9][O:10][CH2:11][CH:12]([O:22][CH2:24][CH2:25][O:26][CH3:27])[CH2:13][O:14][CH2:15][CH2:16][O:17][CH2:18][CH2:19][O:20][CH3:21]. The yield is 0.850. (4) The reactants are [Cl:1][C:2]1[C:3]([O:12][C:13]2[CH:18]=[C:17]([O:19][CH:20]([CH3:22])[CH3:21])[CH:16]=[CH:15][C:14]=2[CH2:23][CH2:24][CH2:25][OH:26])=[N:4][CH:5]=[C:6]([C:8]([F:11])([F:10])[F:9])[CH:7]=1.Cl[S:28]([N:31]=[C:32]=[O:33])(=[O:30])=[O:29].[CH3:34][O:35][CH2:36][CH2:37][NH:38][CH3:39].Cl. The catalyst is C(#N)C.N1C=CC=CC=1. The product is [CH3:34][O:35][CH2:36][CH2:37][N:38]([CH3:39])[S:28]([NH:31][C:32](=[O:33])[O:26][CH2:25][CH2:24][CH2:23][C:14]1[CH:15]=[CH:16][C:17]([O:19][CH:20]([CH3:21])[CH3:22])=[CH:18][C:13]=1[O:12][C:3]1[C:2]([Cl:1])=[CH:7][C:6]([C:8]([F:11])([F:10])[F:9])=[CH:5][N:4]=1)(=[O:30])=[O:29]. The yield is 0.700. (5) The reactants are [N+:1]([C:4]1[C:14]([N+:15]([O-:17])=[O:16])=[CH:13][C:12]2[CH:11]3[CH2:18][CH:7]([CH2:8][NH:9][CH2:10]3)[C:6]=2[CH:5]=1)([O-:3])=[O:2].C([O-])([O-])=O.[Na+].[Na+].[C:25]([O:29][C:30](O[C:30]([O:29][C:25]([CH3:28])([CH3:27])[CH3:26])=[O:31])=[O:31])([CH3:28])([CH3:27])[CH3:26].O. The catalyst is O1CCOCC1. The product is [C:25]([O:29][C:30]([N:9]1[CH2:8][CH:7]2[CH2:18][CH:11]([C:12]3[CH:13]=[C:14]([N+:15]([O-:17])=[O:16])[C:4]([N+:1]([O-:3])=[O:2])=[CH:5][C:6]=32)[CH2:10]1)=[O:31])([CH3:28])([CH3:27])[CH3:26]. The yield is 0.710. (6) The reactants are [CH3:1][O:2][C:3]1[CH:12]=[CH:11][C:10]2[NH:9][C:8](=[O:13])[C:7]3[S:14][CH:15]=[CH:16][C:6]=3[C:5]=2[C:4]=1[C:17]1[CH:31]=[CH:30][C:20]([CH2:21][NH:22][C:23](=[O:29])[O:24][C:25]([CH3:28])([CH3:27])[CH3:26])=[CH:19][CH:18]=1.[Br:32]N1C(=O)CCC1=O. The catalyst is CN(C=O)C. The product is [Br:32][C:11]1[C:10]2[NH:9][C:8](=[O:13])[C:7]3[S:14][CH:15]=[CH:16][C:6]=3[C:5]=2[C:4]([C:17]2[CH:31]=[CH:30][C:20]([CH2:21][NH:22][C:23](=[O:29])[O:24][C:25]([CH3:28])([CH3:26])[CH3:27])=[CH:19][CH:18]=2)=[C:3]([O:2][CH3:1])[CH:12]=1. The yield is 0.350.